This data is from Full USPTO retrosynthesis dataset with 1.9M reactions from patents (1976-2016). The task is: Predict the reactants needed to synthesize the given product. (1) Given the product [C:28]([O:31][CH2:32][C:33]1[C:34]([N:48]2[CH2:59][CH2:58][N:57]3[C:50](=[CH:51][C:52]4[CH2:53][C:54]([CH3:61])([CH3:60])[CH2:55][C:56]=43)[C:49]2=[O:62])=[N:35][CH:36]=[CH:37][C:38]=1[C:2]1[CH:3]=[C:4]([NH:10][C:11]2[CH:16]=[N:15][C:14]([N:17]3[CH2:22][CH2:21][N:20]([CH:23]4[CH2:26][O:25][CH2:24]4)[CH2:19][C@@H:18]3[CH3:27])=[CH:13][N:12]=2)[C:5](=[O:9])[N:6]([CH3:8])[CH:7]=1)(=[O:30])[CH3:29], predict the reactants needed to synthesize it. The reactants are: Br[C:2]1[CH:3]=[C:4]([NH:10][C:11]2[CH:16]=[N:15][C:14]([N:17]3[CH2:22][CH2:21][N:20]([CH:23]4[CH2:26][O:25][CH2:24]4)[CH2:19][C@@H:18]3[CH3:27])=[CH:13][N:12]=2)[C:5](=[O:9])[N:6]([CH3:8])[CH:7]=1.[C:28]([O:31][CH2:32][C:33]1[C:34]([N:48]2[CH2:59][CH2:58][N:57]3[C:50](=[CH:51][C:52]4[CH2:53][C:54]([CH3:61])([CH3:60])[CH2:55][C:56]=43)[C:49]2=[O:62])=[N:35][CH:36]=[CH:37][C:38]=1B1OC(C)(C)C(C)(C)O1)(=[O:30])[CH3:29].C([O-])(=O)C.[Na+].[O-]P([O-])([O-])=O.[K+].[K+].[K+]. (2) Given the product [Cl:13][C:10]1[CH:9]=[CH:8][C:7]([CH:2]([NH:1][C:23](=[O:24])[CH2:22][C:16]2[CH:21]=[CH:20][CH:19]=[CH:18][CH:17]=2)[CH2:3][C:4]([OH:6])=[O:5])=[CH:12][CH:11]=1, predict the reactants needed to synthesize it. The reactants are: [NH2:1][CH:2]([C:7]1[CH:12]=[CH:11][C:10]([Cl:13])=[CH:9][CH:8]=1)[CH2:3][C:4]([OH:6])=[O:5].[OH-].[Na+].[C:16]1([CH2:22][C:23](Cl)=[O:24])[CH:21]=[CH:20][CH:19]=[CH:18][CH:17]=1.